This data is from Peptide-MHC class I binding affinity with 185,985 pairs from IEDB/IMGT. The task is: Regression. Given a peptide amino acid sequence and an MHC pseudo amino acid sequence, predict their binding affinity value. This is MHC class I binding data. (1) The peptide sequence is KLWEWLGYL. The MHC is HLA-A02:02 with pseudo-sequence HLA-A02:02. The binding affinity (normalized) is 0.812. (2) The peptide sequence is TEDQGHFPL. The MHC is HLA-B39:01 with pseudo-sequence HLA-B39:01. The binding affinity (normalized) is 0.936. (3) The binding affinity (normalized) is 0.672. The MHC is HLA-A02:01 with pseudo-sequence HLA-A02:01. The peptide sequence is SAFNDDGIYI. (4) The peptide sequence is IIYERDFSY. The MHC is HLA-B15:01 with pseudo-sequence HLA-B15:01. The binding affinity (normalized) is 0.667. (5) The peptide sequence is DLKLVDVKL. The MHC is HLA-B27:05 with pseudo-sequence HLA-B27:05. The binding affinity (normalized) is 0.0847. (6) The peptide sequence is FPIPTEVVA. The binding affinity (normalized) is 0.0847. The MHC is HLA-A26:01 with pseudo-sequence HLA-A26:01. (7) The peptide sequence is VGNVYVKF. The MHC is HLA-B53:01 with pseudo-sequence HLA-B53:01. The binding affinity (normalized) is 0.246. (8) The peptide sequence is YLQYSISTA. The MHC is HLA-A80:01 with pseudo-sequence HLA-A80:01. The binding affinity (normalized) is 0.0847.